This data is from CYP3A4 inhibition data for predicting drug metabolism from PubChem BioAssay. The task is: Regression/Classification. Given a drug SMILES string, predict its absorption, distribution, metabolism, or excretion properties. Task type varies by dataset: regression for continuous measurements (e.g., permeability, clearance, half-life) or binary classification for categorical outcomes (e.g., BBB penetration, CYP inhibition). Dataset: cyp3a4_veith. The drug is N[C@@H](Cc1nn[nH]n1)C(=O)O. The result is 0 (non-inhibitor).